This data is from Full USPTO retrosynthesis dataset with 1.9M reactions from patents (1976-2016). The task is: Predict the reactants needed to synthesize the given product. (1) Given the product [CH2:3]([O:7][C:9]1[N:10]=[CH:11][N:12]=[C:13]([O:15][C@@H:16]2[CH2:21][CH2:20][CH2:19][CH2:18][C@H:17]2[CH3:22])[CH:14]=1)[C:4]#[C:5][CH3:6], predict the reactants needed to synthesize it. The reactants are: [H-].[Na+].[CH2:3]([OH:7])[C:4]#[C:5][CH3:6].Cl[C:9]1[CH:14]=[C:13]([O:15][C@@H:16]2[CH2:21][CH2:20][CH2:19][CH2:18][C@H:17]2[CH3:22])[N:12]=[CH:11][N:10]=1.[Cl-].[NH4+]. (2) Given the product [CH3:28][N:26]1[CH:27]=[C:23]([N:18]2[CH:19]=[CH:20][C:21](=[O:22])[C:16]([CH2:15][C:14]3[CH:29]=[CH:30][CH:31]=[C:12]([C:9]4[N:8]=[CH:7][C:6]([CH:2]5[CH2:3][CH2:4][CH2:5][O:1]5)=[CH:11][N:10]=4)[CH:13]=3)=[N:17]2)[CH:24]=[N:25]1, predict the reactants needed to synthesize it. The reactants are: [O:1]1[CH2:5][CH:4]=[CH:3][CH:2]1[C:6]1[CH:7]=[N:8][C:9]([C:12]2[CH:13]=[C:14]([CH:29]=[CH:30][CH:31]=2)[CH2:15][C:16]2[C:21](=[O:22])[CH:20]=[CH:19][N:18]([C:23]3[CH:24]=[N:25][N:26]([CH3:28])[CH:27]=3)[N:17]=2)=[N:10][CH:11]=1.C(O)C. (3) Given the product [OH:15][C:13]1([C@H:31]2[CH2:36][CH2:35][CH2:34][CH2:33][N:32]2[C:37]([O:39][C:40]([CH3:43])([CH3:42])[CH3:41])=[O:38])[CH2:12][N:11]([C:9]([O:8][CH2:7][C:1]2[CH:6]=[CH:5][CH:4]=[CH:3][CH:2]=2)=[O:10])[CH2:14]1, predict the reactants needed to synthesize it. The reactants are: [C:1]1([CH2:7][O:8][C:9]([N:11]2[CH2:14][C:13]([C@H:31]3[CH2:36][CH2:35][CH2:34][CH2:33][N:32]3[C:37]([O:39][C:40]([CH3:43])([CH3:42])[CH3:41])=[O:38])([O:15]C(=O)[C@](OC)(C3C=CC=CC=3)C(F)(F)F)[CH2:12]2)=[O:10])[CH:6]=[CH:5][CH:4]=[CH:3][CH:2]=1.[OH-].[Na+]. (4) The reactants are: [CH3:1][N:2]([CH3:6])[CH2:3][CH2:4][OH:5].[H-].[Na+].[CH2:9]([O:16][C:17]1[C:22]([CH3:23])=[CH:21][C:20]([C:24]2[NH:33][C:32](=[O:34])[C:31]3[C:26](=[CH:27][C:28]([F:36])=[CH:29][C:30]=3F)[N:25]=2)=[CH:19][C:18]=1[CH3:37])[C:10]1[CH:15]=[CH:14][CH:13]=[CH:12][CH:11]=1. Given the product [CH2:9]([O:16][C:17]1[C:22]([CH3:23])=[CH:21][C:20]([C:24]2[NH:33][C:32](=[O:34])[C:31]3[C:26](=[CH:27][C:28]([F:36])=[CH:29][C:30]=3[O:5][CH2:4][CH2:3][N:2]([CH3:6])[CH3:1])[N:25]=2)=[CH:19][C:18]=1[CH3:37])[C:10]1[CH:11]=[CH:12][CH:13]=[CH:14][CH:15]=1, predict the reactants needed to synthesize it. (5) Given the product [Br:1][C:2]1[CH:7]=[CH:6][C:5]([CH2:8][NH:9][S:11]([CH3:10])(=[O:13])=[O:12])=[CH:4][CH:3]=1, predict the reactants needed to synthesize it. The reactants are: [Br:1][C:2]1[CH:7]=[CH:6][C:5]([CH2:8][NH2:9])=[CH:4][CH:3]=1.[CH3:10][S:11](Cl)(=[O:13])=[O:12]. (6) Given the product [F:1][C:2]1[C:3]([NH:10][CH2:11][C:12]2[CH:17]=[C:16]([O:18][CH3:19])[CH:15]=[C:14]([C:20]3[CH:25]=[CH:24][CH:23]=[C:22]([F:26])[CH:21]=3)[CH:13]=2)=[C:4]([F:9])[CH:5]=[CH:6][C:7]=1[OH:8], predict the reactants needed to synthesize it. The reactants are: [F:1][C:2]1[C:7]([OH:8])=[CH:6][CH:5]=[C:4]([F:9])[C:3]=1[NH:10][C:11](=O)[C:12]1[CH:17]=[C:16]([O:18][CH3:19])[CH:15]=[C:14]([C:20]2[CH:25]=[CH:24][CH:23]=[C:22]([F:26])[CH:21]=2)[CH:13]=1.